This data is from Forward reaction prediction with 1.9M reactions from USPTO patents (1976-2016). The task is: Predict the product of the given reaction. Given the reactants [CH3:1][C:2]([CH3:10])([CH2:7][CH:8]=[CH2:9])[C:3](OC)=[O:4].O.[NH2:12][NH2:13], predict the reaction product. The product is: [CH3:1][C:2]([CH3:10])([CH2:7][CH:8]=[CH2:9])[C:3]([NH:12][NH2:13])=[O:4].